Dataset: Reaction yield outcomes from USPTO patents with 853,638 reactions. Task: Predict the reaction yield, written as a fraction of the theoretical maximum amount of product (1.0 means a 100% yield; for example, 0.34 means a 34% yield). (1) The reactants are [CH3:1][C:2]1[C:3]([S:11][C:12]2[NH:13][C:14]3[CH:19]=[CH:18][N:17]=[C:16]([NH2:20])[C:15]=3[N:21]=2)=[CH:4][C:5]2[O:9][CH2:8][O:7][C:6]=2[CH:10]=1.Br[CH2:23][CH2:24][N:25]1[C:33](=[O:34])[C:32]2[C:27](=[CH:28][CH:29]=[CH:30][CH:31]=2)[C:26]1=[O:35].C([O-])([O-])=O.[Cs+].[Cs+]. The catalyst is CN(C=O)C. The product is [NH2:20][C:16]1[C:15]2[N:21]=[C:12]([S:11][C:3]3[C:2]([CH3:1])=[CH:10][C:6]4[O:7][CH2:8][O:9][C:5]=4[CH:4]=3)[N:13]([CH2:23][CH2:24][N:25]3[C:26](=[O:35])[C:27]4[C:32](=[CH:31][CH:30]=[CH:29][CH:28]=4)[C:33]3=[O:34])[C:14]=2[CH:19]=[CH:18][N:17]=1. The yield is 0.340. (2) The reactants are [N:1]([CH2:4][CH2:5][NH:6][C:7](=[O:21])[CH2:8][CH2:9][CH2:10][CH2:11][CH2:12][CH2:13][CH2:14][CH2:15][CH2:16]CCCC)=[N+:2]=[N-:3].C1(/C=C/CC(Cl)=O)C=CC=CC=1.N(CCN)=[N+]=[N-].C(N(CC)CC)C. The catalyst is ClCCl. The product is [N:1]([CH2:4][CH2:5][NH:6][C:7](=[O:21])[CH2:8]/[CH:9]=[CH:10]/[C:11]1[CH:12]=[CH:13][CH:14]=[CH:15][CH:16]=1)=[N+:2]=[N-:3]. The yield is 0.550. (3) The reactants are [N:1]1([S:7]([C:10]2[CH:16]=[CH:15][C:13]([NH2:14])=[CH:12][CH:11]=2)(=[O:9])=[O:8])[CH2:6][CH2:5][O:4][CH2:3][CH2:2]1.P(=O)(O)(O)O.[N+]([O-])(O)=O.[N:26]([O-])=O.[Na+].[CH3:30][C:31](=[O:36])[CH2:32][C:33](=[O:35])[CH3:34].C([O-])(=O)C.[K+].C([O-])([O-])=O.[Na+].[Na+]. The catalyst is C(O)C. The product is [N:1]1([S:7]([C:10]2[CH:16]=[CH:15][C:13]([NH:14][N:26]=[C:32]([C:31](=[O:36])[CH3:30])[C:33](=[O:35])[CH3:34])=[CH:12][CH:11]=2)(=[O:9])=[O:8])[CH2:2][CH2:3][O:4][CH2:5][CH2:6]1. The yield is 0.860. (4) The yield is 0.110. The product is [ClH:50].[NH2:25][C@H:20]1[C@H:19]([F:18])[CH2:24][CH2:23][N:22]([C:3]2[C:2]([Br:1])=[CH:7][N:6]=[C:5]3[NH:8][CH:9]=[C:10]([NH:11][C:12](=[O:16])[CH:13]([CH3:15])[CH3:14])[C:4]=23)[CH2:21]1. The reactants are [Br:1][C:2]1[C:3](F)=[C:4]2[C:10]([NH:11][C:12](=[O:16])[CH:13]([CH3:15])[CH3:14])=[CH:9][NH:8][C:5]2=[N:6][CH:7]=1.[F:18][C@@H:19]1[CH2:24][CH2:23][NH:22][CH2:21][C@H:20]1[NH:25]C(=O)OC(C)(C)C.CCN(C(C)C)C(C)C.C(O)(C(F)(F)F)=O.C(Cl)[Cl:50]. The catalyst is CCCCO. (5) The reactants are COC1C=CC(C[N:8](CC2C=CC(OC)=CC=2)[C:9]2[N:13](CC3C=CC(OC)=CC=3)[N:12]=[C:11]([NH:23][C:24]3[CH:25]=[C:26]([C:30]4([C:33]#[N:34])[CH2:32][CH2:31]4)[CH:27]=[CH:28][CH:29]=3)[N:10]=2)=CC=1.C(O)(C(F)(F)F)=O. No catalyst specified. The product is [NH2:8][C:9]1[NH:13][N:12]=[C:11]([NH:23][C:24]2[CH:25]=[C:26]([C:30]3([C:33]#[N:34])[CH2:31][CH2:32]3)[CH:27]=[CH:28][CH:29]=2)[N:10]=1. The yield is 0.240. (6) The reactants are [Cl:1][CH2:2][CH2:3][CH2:4][S:5]([N:8](S(CCCCl)(=O)=O)[C:9]1[C:10]([F:22])=[C:11]([CH:16]=[C:17]([N+:19]([O-:21])=[O:20])[CH:18]=1)[C:12]([O:14]C)=[O:13])(=[O:7])=[O:6].[OH-].[Na+]. The catalyst is CO. The product is [Cl:1][CH2:2][CH2:3][CH2:4][S:5]([NH:8][C:9]1[C:10]([F:22])=[C:11]([CH:16]=[C:17]([N+:19]([O-:21])=[O:20])[CH:18]=1)[C:12]([OH:14])=[O:13])(=[O:7])=[O:6]. The yield is 0.970. (7) The reactants are [ClH:1].N[C:3]1[C:8]2[O:9][CH2:10][C:11](=[O:13])[NH:12][C:7]=2[CH:6]=[CH:5][CH:4]=1.C(O)(=O)C.N([O-])=O.[Na+].[S:22](=[O:24])=[O:23]. The catalyst is C(#N)C.O.O.O.[Cu](Cl)Cl. The product is [O:13]=[C:11]1[CH2:10][O:9][C:8]2[C:3]([S:22]([Cl:1])(=[O:24])=[O:23])=[CH:4][CH:5]=[CH:6][C:7]=2[NH:12]1. The yield is 0.160.